This data is from Reaction yield outcomes from USPTO patents with 853,638 reactions. The task is: Predict the reaction yield, written as a fraction of the theoretical maximum amount of product (1.0 means a 100% yield; for example, 0.34 means a 34% yield). (1) The reactants are [N+:1]([C:4]1[CH:9]=[CH:8][C:7]([C:10]2[NH:11][C:12]([C:15]3[CH:20]=[CH:19][C:18]([N+:21]([O-])=O)=[CH:17][CH:16]=3)=[CH:13][N:14]=2)=[CH:6][CH:5]=1)([O-])=O. The catalyst is CO.C1COCC1.[Ni]. The product is [NH2:1][C:4]1[CH:5]=[CH:6][C:7]([C:10]2[NH:14][CH:13]=[C:12]([C:15]3[CH:20]=[CH:19][C:18]([NH2:21])=[CH:17][CH:16]=3)[N:11]=2)=[CH:8][CH:9]=1. The yield is 0.670. (2) The reactants are [C:1]([NH2:4])(=[O:3])[CH3:2].[O-]P([O-])([O-])=O.[K+].[K+].[K+].[C@@H]1(N)CCCC[C@H]1N.I[C:22]1[CH:27]=[CH:26][CH:25]=[CH:24][C:23]=1[O:28][CH3:29]. The catalyst is [Cu]I.O1CCOCC1. The product is [CH3:29][O:28][C:23]1[CH:24]=[CH:25][CH:26]=[CH:27][C:22]=1[NH:4][C:1](=[O:3])[CH3:2]. The yield is 0.940. (3) The reactants are [C:1]([O:6][CH:7]([O:11][C:12]([CH3:14])=[S:13])[CH:8]([CH3:10])[CH3:9])(=[O:5])[CH2:2][CH2:3][CH3:4].CCCCCC. The catalyst is CC(OC)(C)C.O. The product is [C:1]([O:6][C@@H:7]([O:11][C:12]([CH3:14])=[S:13])[CH:8]([CH3:10])[CH3:9])(=[O:5])[CH2:2][CH2:3][CH3:4]. The yield is 0.580. (4) The reactants are [C:1]([C:5]1[S:9][C:8]([C:10]([NH:12][C@@H:13]([CH2:26][C:27]2[CH:32]=[CH:31][C:30]([C:33]3[N:38]=[CH:37][C:36]([C:39]4[CH:44]=[CH:43][C:42]([O:45][CH2:46][CH2:47][CH2:48][CH2:49][CH2:50][CH2:51][CH3:52])=[CH:41][CH:40]=4)=[CH:35][N:34]=3)=[CH:29][CH:28]=2)[C:14]([NH:16][C@@H:17]([C:19]([O:21]C(C)(C)C)=[O:20])[CH3:18])=[O:15])=[O:11])=[CH:7][CH:6]=1)([CH3:4])([CH3:3])[CH3:2].C(O)(C(F)(F)F)=O.C1(C)C=CC=CC=1.CS(C)=O. The catalyst is C(Cl)Cl.O. The product is [C:1]([C:5]1[S:9][C:8]([C:10]([NH:12][C@@H:13]([CH2:26][C:27]2[CH:32]=[CH:31][C:30]([C:33]3[N:38]=[CH:37][C:36]([C:39]4[CH:44]=[CH:43][C:42]([O:45][CH2:46][CH2:47][CH2:48][CH2:49][CH2:50][CH2:51][CH3:52])=[CH:41][CH:40]=4)=[CH:35][N:34]=3)=[CH:29][CH:28]=2)[C:14]([NH:16][C@@H:17]([C:19]([OH:21])=[O:20])[CH3:18])=[O:15])=[O:11])=[CH:7][CH:6]=1)([CH3:4])([CH3:3])[CH3:2]. The yield is 0.550. (5) The reactants are [C:1]([C:4]1[CH:9]=[CH:8][C:7]([CH2:10][C:11]([O:13][CH2:14][CH3:15])=[O:12])=[C:6]([NH2:16])[CH:5]=1)(=[O:3])[CH3:2].[NH2:17][C:18]1[CH:23]=[C:22]([CH:24]([OH:26])[CH3:25])[CH:21]=[CH:20][C:19]=1[CH2:27][C:28]([O:30][CH2:31][CH3:32])=[O:29].[CH2:33]([O:36][C:37](Cl)=[O:38])[CH:34]=[CH2:35].[Cl-].[NH4+]. The catalyst is N1C=CC=CC=1.[Cl-].[Na+].O. The product is [C:1]([C:4]1[CH:9]=[CH:8][C:7]([CH2:10][C:11]([O:13][CH2:14][CH3:15])=[O:12])=[C:6]([NH:16][C:37]([O:36][CH2:33][CH:34]=[CH2:35])=[O:38])[CH:5]=1)(=[O:3])[CH3:2].[CH2:33]([O:36][C:37]([NH:17][C:18]1[CH:23]=[C:22]([CH:24]([OH:26])[CH3:25])[CH:21]=[CH:20][C:19]=1[CH2:27][C:28]([O:30][CH2:31][CH3:32])=[O:29])=[O:38])[CH:34]=[CH2:35]. The yield is 0.260. (6) The reactants are O[C:2]1[N:3]=[C:4]2[CH:12]=[C:11](/[CH:13]=[CH:14]/[C:15]3[S:16][CH:17]=[C:18]([CH:20]([CH3:22])[CH3:21])[N:19]=3)[CH:10]=[CH:9][N:5]2[C:6](=[O:8])[CH:7]=1.NC(O[C@H]1CCCN(C2N=C3C=C(/C=C/C4SC=C(C(C)C)N=4)C=CN3C(=O)C=2/C=C/C(O)=O)C1)=O.C1(C)C=CC(S(Cl)(=O)=O)=CC=1.C(N(CC)CC)C.FC(F)(F)C(O)=O.[CH3:84][N:85]([CH3:94])[C:86]([CH:88]1[CH2:93][CH2:92][CH2:91][NH:90][CH2:89]1)=[O:87]. The catalyst is O1CCCC1.CN(C)C1C=CN=CC=1.CN(C)C=O. The product is [CH3:84][N:85]([CH3:94])[C:86]([CH:88]1[CH2:93][CH2:92][CH2:91][N:90]([C:2]2[N:3]=[C:4]3[CH:12]=[C:11](/[CH:13]=[CH:14]/[C:15]4[S:16][CH:17]=[C:18]([CH:20]([CH3:22])[CH3:21])[N:19]=4)[CH:10]=[CH:9][N:5]3[C:6](=[O:8])[CH:7]=2)[CH2:89]1)=[O:87]. The yield is 0.710.